From a dataset of Forward reaction prediction with 1.9M reactions from USPTO patents (1976-2016). Predict the product of the given reaction. (1) Given the reactants Cl.C(O)C.COC[O:8][C:9]1[C:17]2[O:16][C:15]([CH3:19])([CH3:18])[C:14](=[O:20])[C:13]=2[C:12]([CH3:21])=[C:11]([N:22]2[CH2:27][CH2:26][N:25]([C:28]3[CH:33]=[CH:32][C:31]([O:34][CH3:35])=[CH:30][CH:29]=3)[CH2:24][CH2:23]2)[C:10]=1[CH3:36].O.C(=O)(O)[O-].[Na+], predict the reaction product. The product is: [OH:8][C:9]1[C:17]2[O:16][C:15]([CH3:18])([CH3:19])[C:14](=[O:20])[C:13]=2[C:12]([CH3:21])=[C:11]([N:22]2[CH2:27][CH2:26][N:25]([C:28]3[CH:33]=[CH:32][C:31]([O:34][CH3:35])=[CH:30][CH:29]=3)[CH2:24][CH2:23]2)[C:10]=1[CH3:36]. (2) Given the reactants C[O:2][C:3](=[O:27])[C:4]1[CH:9]=[CH:8][C:7]([C:10]([C:12]2[C:21]([CH3:22])=[CH:20][C:19]3[C:18]([CH3:24])([CH3:23])[CH2:17][CH2:16][C:15]([CH3:26])([CH3:25])[C:14]=3[CH:13]=2)=[O:11])=[CH:6][CH:5]=1.[OH-].[Na+].Cl, predict the reaction product. The product is: [CH3:22][C:21]1[C:12]([C:10]([C:7]2[CH:6]=[CH:5][C:4]([C:3]([OH:27])=[O:2])=[CH:9][CH:8]=2)=[O:11])=[CH:13][C:14]2[C:15]([CH3:26])([CH3:25])[CH2:16][CH2:17][C:18]([CH3:23])([CH3:24])[C:19]=2[CH:20]=1. (3) Given the reactants [Cl:1][C:2]1[CH:7]=[C:6]([Cl:8])[CH:5]=[CH:4][C:3]=1[N:9]1[C:13]([C:14]2[CH:19]=[CH:18][C:17]([C:20]([F:23])([F:22])[F:21])=[CH:16][CH:15]=2)=[C:12]([CH3:24])[C:11]([CH2:25][OH:26])=[N:10]1.[H-].[Na+].C[O:30][C:31](=[O:44])[C:32]1[CH:37]=[CH:36][C:35]([NH:38][C:39](=[O:43])[CH:40](Br)[CH3:41])=[CH:34][CH:33]=1, predict the reaction product. The product is: [Cl:1][C:2]1[CH:7]=[C:6]([Cl:8])[CH:5]=[CH:4][C:3]=1[N:9]1[C:13]([C:14]2[CH:15]=[CH:16][C:17]([C:20]([F:23])([F:21])[F:22])=[CH:18][CH:19]=2)=[C:12]([CH3:24])[C:11]([CH2:25][O:26][CH:40]([CH3:41])[C:39]([NH:38][C:35]2[CH:36]=[CH:37][C:32]([C:31]([OH:44])=[O:30])=[CH:33][CH:34]=2)=[O:43])=[N:10]1. (4) Given the reactants [Cl:1][C:2]1[N:3]=[C:4]2[CH:13]=[CH:12][C:11]([Cl:14])=[N:10][C:5]2=[N:6][C:7]=1[NH:8][NH2:9].[CH:15](OC)(OC)OC, predict the reaction product. The product is: [Cl:14][C:11]1[CH:12]=[CH:13][C:4]2[N:3]=[C:2]([Cl:1])[C:7]3[N:6]([CH:15]=[N:9][N:8]=3)[C:5]=2[N:10]=1. (5) Given the reactants [CH3:1][O:2][C:3]([C@@H:5]1[CH2:9][C@@H:8](O)[CH2:7][N:6]1[C:11]([O:13][CH2:14][CH:15]=[CH2:16])=[O:12])=[O:4].C1(P(C2C=CC=CC=2)C2C=CC=CC=2)C=CC=CC=1.N(C(OCC)=O)=NC(OCC)=O.C1(P([N:62]=[N+:63]=[N-:64])(C2C=CC=CC=2)=O)C=CC=CC=1, predict the reaction product. The product is: [CH3:1][O:2][C:3]([C@@H:5]1[CH2:9][C@H:8]([N:62]=[N+:63]=[N-:64])[CH2:7][N:6]1[C:11]([O:13][CH2:14][CH:15]=[CH2:16])=[O:12])=[O:4]. (6) Given the reactants I[C:2]1[C:10]([Cl:11])=[CH:9][C:5]([C:6]([OH:8])=[O:7])=[C:4]([O:12][CH3:13])[CH:3]=1.[F:14][C:15]([F:26])([F:25])[C:16]1[CH:21]=[CH:20][CH:19]=[CH:18][C:17]=1B(O)O.C(=O)([O-])[O-].[K+].[K+].Cl, predict the reaction product. The product is: [Cl:11][C:10]1[CH:9]=[C:5]([C:6]([OH:8])=[O:7])[C:4]([O:12][CH3:13])=[CH:3][C:2]=1[C:17]1[CH:18]=[CH:19][CH:20]=[CH:21][C:16]=1[C:15]([F:26])([F:25])[F:14]. (7) Given the reactants ClC1C=CC=C(C(OO)=[O:9])C=1.[NH:12]1[C:20]2[C:15](=[CH:16][CH:17]=[CH:18][N:19]=2)[CH:14]=[CH:13]1, predict the reaction product. The product is: [NH:12]1[C:20]2[C:15](=[CH:16][CH:17]=[CH:18][N+:19]=2[O-:9])[CH:14]=[CH:13]1.